This data is from Catalyst prediction with 721,799 reactions and 888 catalyst types from USPTO. The task is: Predict which catalyst facilitates the given reaction. (1) Reactant: CC1C=CC(S(O[CH2:12][CH2:13][CH:14]2[CH2:17][O:16][CH2:15]2)(=O)=O)=CC=1.[C:18]([S-:20])#[N:19].[K+]. Product: [S:20]([CH2:12][CH2:13][CH:14]1[CH2:15][O:16][CH2:17]1)[C:18]#[N:19]. The catalyst class is: 8. (2) Reactant: [Cl:1][C:2]1[CH:18]=[C:17]([N+:19]([O-:21])=[O:20])[CH:16]=[C:15]([CH3:22])[C:3]=1[O:4][C:5]1[CH:6]=[CH:7][C:8]([O:13]C)=[C:9]([CH:12]=1)[CH:10]=[O:11].B(Br)(Br)Br.C(OCC)(=O)C.O. Product: [Cl:1][C:2]1[CH:18]=[C:17]([N+:19]([O-:21])=[O:20])[CH:16]=[C:15]([CH3:22])[C:3]=1[O:4][C:5]1[CH:6]=[CH:7][C:8]([OH:13])=[C:9]([CH:12]=1)[CH:10]=[O:11]. The catalyst class is: 4. (3) Reactant: [CH3:1][C:2]1[C:7]2[C:8]([CH2:11][N:12]3[C:16]4[CH:17]=[CH:18][CH:19]=[CH:20][C:15]=4[N:14]=[C:13]3[S:21][CH2:22][CH2:23][CH2:24][C:25]([OH:27])=[O:26])=[CH:9][S:10][C:6]=2[CH:5]=[CH:4][CH:3]=1.C(O)(=O)C.[ClH:32]. Product: [ClH:32].[CH3:1][C:2]1[C:7]2[C:8]([CH2:11][N:12]3[C:16]4[CH:17]=[CH:18][CH:19]=[CH:20][C:15]=4[N:14]=[C:13]3[S:21][CH2:22][CH2:23][CH2:24][C:25]([OH:27])=[O:26])=[CH:9][S:10][C:6]=2[CH:5]=[CH:4][CH:3]=1. The catalyst class is: 131. (4) Reactant: [NH2:1][C:2]1[CH:3]=[C:4]([CH:21]=[CH:22][CH:23]=1)[O:5][C:6]1[CH:7]=[CH:8][C:9]2[N:10]([CH:12]=[C:13]([NH:15][C:16]([CH:18]3[CH2:20][CH2:19]3)=[O:17])[N:14]=2)[N:11]=1.[F:24][C:25]1[CH:33]=[CH:32][C:28]([C:29](O)=[O:30])=[CH:27][C:26]=1[C:34]([F:37])([F:36])[F:35].ON1C2C=CC=CC=2N=N1.Cl.C(N=C=NCCCN(C)C)C. Product: [CH:18]1([C:16]([NH:15][C:13]2[N:14]=[C:9]3[CH:8]=[CH:7][C:6]([O:5][C:4]4[CH:3]=[C:2]([NH:1][C:29](=[O:30])[C:28]5[CH:32]=[CH:33][C:25]([F:24])=[C:26]([C:34]([F:37])([F:35])[F:36])[CH:27]=5)[CH:23]=[CH:22][CH:21]=4)=[N:11][N:10]3[CH:12]=2)=[O:17])[CH2:20][CH2:19]1. The catalyst class is: 9. (5) Reactant: [CH3:1][C:2]1([CH3:9])[O:6][CH:5]([CH2:7][OH:8])[CH2:4][O:3]1.[H-].[Na+].Br[C:13]1[N:21]=[CH:20][CH:19]=[CH:18][C:14]=1[C:15]([OH:17])=[O:16]. Product: [CH3:1][C:2]1([CH3:9])[O:6][CH:5]([CH2:7][O:8][C:13]2[N:21]=[CH:20][CH:19]=[CH:18][C:14]=2[C:15]([OH:17])=[O:16])[CH2:4][O:3]1. The catalyst class is: 12. (6) Reactant: [NH2:1][C:2]1[NH:6][N:5]=[C:4]([CH3:7])[C:3]=1[C:8]#[N:9].CN(C)[CH:12]=[CH:13][C:14]([C:16]1[CH:17]=[CH:18][C:19]([F:28])=[C:20]([N:22]([CH3:27])[S:23]([CH3:26])(=[O:25])=[O:24])[CH:21]=1)=O.C(OCC)(=O)C. Product: [F:28][C:19]1[CH:18]=[CH:17][C:16]([C:14]2[N:6]3[N:5]=[C:4]([CH3:7])[C:3]([C:8]#[N:9])=[C:2]3[N:1]=[CH:12][CH:13]=2)=[CH:21][C:20]=1[N:22]([CH3:27])[S:23]([CH3:26])(=[O:25])=[O:24]. The catalyst class is: 15.